The task is: Predict the reaction yield, written as a fraction of the theoretical maximum amount of product (1.0 means a 100% yield; for example, 0.34 means a 34% yield).. This data is from Reaction yield outcomes from USPTO patents with 853,638 reactions. The reactants are [CH2:1]([O:5][C:6]1[N:14]=[C:13]2[C:9]([N:10]=[C:11]([O:37][CH3:38])[N:12]2[CH2:15][C:16]2[CH:21]=[CH:20][C:19]([O:22][CH2:23][CH:24]3[CH2:29][CH2:28][N:27](C(OC(C)(C)C)=O)[CH2:26][CH2:25]3)=[CH:18][CH:17]=2)=[C:8]([NH2:39])[N:7]=1)[CH2:2][CH2:3][CH3:4].FC(F)(F)C(O)=O.C(=O)([O-])[O-].[K+].[K+].Br[CH2:54][C:55]([O:57][CH3:58])=[O:56]. The catalyst is CN(C=O)C. The product is [CH2:1]([O:5][C:6]1[N:14]=[C:13]2[C:9]([N:10]=[C:11]([O:37][CH3:38])[N:12]2[CH2:15][C:16]2[CH:21]=[CH:20][C:19]([O:22][CH2:23][CH:24]3[CH2:29][CH2:28][N:27]([CH2:54][C:55]([O:57][CH3:58])=[O:56])[CH2:26][CH2:25]3)=[CH:18][CH:17]=2)=[C:8]([NH2:39])[N:7]=1)[CH2:2][CH2:3][CH3:4]. The yield is 0.770.